Dataset: Reaction yield outcomes from USPTO patents with 853,638 reactions. Task: Predict the reaction yield, written as a fraction of the theoretical maximum amount of product (1.0 means a 100% yield; for example, 0.34 means a 34% yield). (1) The reactants are C(NC(C)C)(C)C.[Li].[O:9]1[CH:13]=[CH:12][C:11]([C:14]([OH:16])=[O:15])=[CH:10]1.C([Si](C(C)C)(C(C)C)[O:21][CH2:22][C:23](=O)[CH2:24]O[Si](C(C)C)(C(C)C)C(C)C)(C)C.C(OC(=O)C)C. The catalyst is O1CCCC1. The product is [OH:21][CH2:22][C:23]1[C:10]2[O:9][CH:13]=[CH:12][C:11]=2[C:14](=[O:16])[O:15][CH:24]=1. The yield is 0.420. (2) The reactants are [CH3:1][C:2]([CH3:5])([O-])[CH3:3].[K+].[Cl:7][C:8]1[CH:13]=[C:12]([NH2:14])[C:11]([I:15])=[CH:10][N:9]=1.BrCC(C)=C. The catalyst is C1COCC1. The product is [Cl:7][C:8]1[CH:13]=[C:12]([NH:14][CH2:1][C:2]([CH3:5])=[CH2:3])[C:11]([I:15])=[CH:10][N:9]=1. The yield is 0.760.